This data is from Retrosynthesis with 50K atom-mapped reactions and 10 reaction types from USPTO. The task is: Predict the reactants needed to synthesize the given product. (1) The reactants are: COCCCCC1(CNC(=O)[C@H]2C[C@@H](C(=O)O)CN(C(=O)OC(C)(C)C)C2)c2ccccc2Oc2ccccc21.c1cc(CNC2CC2)ccn1. Given the product COCCCCC1(CNC(=O)[C@H]2C[C@@H](C(=O)N(Cc3ccncc3)C3CC3)CN(C(=O)OC(C)(C)C)C2)c2ccccc2Oc2ccccc21, predict the reactants needed to synthesize it. (2) Given the product CC(=Cc1ccccc1)n1c(=O)n(CCCCl)c2ccc(F)cc21, predict the reactants needed to synthesize it. The reactants are: CC(=Cc1ccccc1)n1c(=O)[nH]c2ccc(F)cc21.ClCCCBr. (3) Given the product CC(C)(C)OC(=O)COc1ccc(Cl)cc1CN, predict the reactants needed to synthesize it. The reactants are: CC(C)(C)OC(=O)COc1ccc(Cl)cc1C#N. (4) Given the product CC(=O)CC(O)c1ccc(Cl)c(F)c1, predict the reactants needed to synthesize it. The reactants are: O=C(O)[C@@H]1CCCN1.O=Cc1ccc(Cl)c(F)c1. (5) Given the product CC1Cc2cccc(S(N)(=O)=O)c2OS1(=O)=O, predict the reactants needed to synthesize it. The reactants are: CC1Cc2cc(Br)cc(S(N)(=O)=O)c2OS1(=O)=O.